Dataset: Forward reaction prediction with 1.9M reactions from USPTO patents (1976-2016). Task: Predict the product of the given reaction. (1) Given the reactants [I:1]I.OO.[NH2:5][C:6]1[CH:14]=[C:13]([CH3:15])[CH:12]=[CH:11][C:7]=1[C:8]([OH:10])=[O:9], predict the reaction product. The product is: [NH2:5][C:6]1[CH:14]=[C:13]([CH3:15])[C:12]([I:1])=[CH:11][C:7]=1[C:8]([OH:10])=[O:9]. (2) Given the reactants [CH2:1]([N:8]1[CH2:13][CH2:12][C:11]([CH3:15])(O)[CH2:10][CH2:9]1)[C:2]1[CH:7]=[CH:6][CH:5]=[CH:4][CH:3]=1.[Al+3].[Cl-].[Cl-].[Cl-].[Cl:20][C:21]1[CH:26]=[CH:25][CH:24]=[CH:23][CH:22]=1, predict the reaction product. The product is: [CH2:1]([N:8]1[CH2:13][CH2:12][C:11]([C:22]2[CH:23]=[CH:24][CH:25]=[CH:26][C:21]=2[Cl:20])([CH3:15])[CH2:10][CH2:9]1)[C:2]1[CH:7]=[CH:6][CH:5]=[CH:4][CH:3]=1. (3) Given the reactants Br[CH2:2][C:3]1[NH:8][C:7]([C:9]2[S:10][CH:11]=[CH:12][N:13]=2)=[N:6][CH:5]([C:14]2[CH:19]=[CH:18][C:17]([F:20])=[CH:16][C:15]=2[Cl:21])[C:4]=1[C:22]([O:24][CH3:25])=[O:23].[NH:26]1[CH2:31][CH2:30][O:29][CH2:28][C@H:27]1[C:32]([OH:34])=[O:33], predict the reaction product. The product is: [Cl:21][C:15]1[CH:16]=[C:17]([F:20])[CH:18]=[CH:19][C:14]=1[CH:5]1[N:6]=[C:7]([C:9]2[S:10][CH:11]=[CH:12][N:13]=2)[NH:8][C:3]([CH2:2][N:26]2[CH2:31][CH2:30][O:29][CH2:28][C@H:27]2[C:32]([OH:34])=[O:33])=[C:4]1[C:22]([O:24][CH3:25])=[O:23].